Task: Predict the reaction yield, written as a fraction of the theoretical maximum amount of product (1.0 means a 100% yield; for example, 0.34 means a 34% yield).. Dataset: Reaction yield outcomes from USPTO patents with 853,638 reactions (1) The reactants are [CH3:1][N:2]1[CH2:7][CH2:6][N:5]([NH:8][C:9]2[O:10][CH2:11][C:12](=[O:19])[C:13]=2[C:14]([O:16][CH2:17][CH3:18])=[O:15])[CH2:4][CH2:3]1.[NH:20]1[C:28]2[C:23](=[CH:24][CH:25]=[CH:26][N:27]=2)[C:22]([CH:29]=O)=[CH:21]1.N1CCC[C@H]1C(O)=O. The catalyst is C(O)C. The product is [NH:20]1[C:28]2=[N:27][CH:26]=[CH:25][CH:24]=[C:23]2[C:22]([CH:29]=[C:11]2[O:10][C:9]([NH:8][N:5]3[CH2:6][CH2:7][N:2]([CH3:1])[CH2:3][CH2:4]3)=[C:13]([C:14]([O:16][CH2:17][CH3:18])=[O:15])[C:12]2=[O:19])=[CH:21]1. The yield is 0.140. (2) The reactants are [F:1][C:2]1[CH:3]=[C:4]([CH:8]=[CH:9][C:10]=1F)[C:5]([OH:7])=[O:6].C(=O)([O-])[O-].[Cs+].[Cs+].[CH2:18]([SH:25])[C:19]1[CH:24]=[CH:23][CH:22]=[CH:21][CH:20]=1.C(OCC)(=O)C. The catalyst is CS(C)=O. The product is [CH2:18]([S:25][C:10]1[CH:9]=[CH:8][C:4]([C:5]([OH:7])=[O:6])=[CH:3][C:2]=1[F:1])[C:19]1[CH:24]=[CH:23][CH:22]=[CH:21][CH:20]=1. The yield is 0.950. (3) The reactants are [Br:1][C:2]1[CH:3]=[C:4]([OH:9])[CH:5]=[C:6]([F:8])[CH:7]=1.N1C=CN=C1.[C:15]([Si:19](Cl)([C:26]1[CH:31]=[CH:30][CH:29]=[CH:28][CH:27]=1)[C:20]1[CH:25]=[CH:24][CH:23]=[CH:22][CH:21]=1)([CH3:18])([CH3:17])[CH3:16]. The catalyst is C1COCC1. The product is [Br:1][C:2]1[CH:3]=[C:4]([CH:5]=[C:6]([F:8])[CH:7]=1)[O:9][Si:19]([C:15]([CH3:18])([CH3:17])[CH3:16])([C:26]1[CH:27]=[CH:28][CH:29]=[CH:30][CH:31]=1)[C:20]1[CH:25]=[CH:24][CH:23]=[CH:22][CH:21]=1. The yield is 0.580. (4) The reactants are [F:1][C:2]1[CH:7]=[C:6]([F:8])[CH:5]=[CH:4][C:3]=1B(O)O.C1(P(C2C=CC=CC=2)C2C=CC=CC=2)C=CC=CC=1.Br[C:32]1[CH:37]=[CH:36][CH:35]=[CH:34][N:33]=1. The catalyst is C([O-])([O-])=O.[K+].[K+].O.COCCOC.O.CC([O-])=O.CC([O-])=O.[Pd+2]. The product is [F:1][C:2]1[CH:7]=[C:6]([F:8])[CH:5]=[CH:4][C:3]=1[C:32]1[CH:37]=[CH:36][CH:35]=[CH:34][N:33]=1. The yield is 0.360. (5) The yield is 0.110. The product is [CH3:1][C@H:2]1[O:7][C@@H:6]([CH3:8])[CH2:5][N:4]([C:9]2[CH:16]=[CH:15][C:12]([C:13]([NH2:14])=[O:20])=[CH:11][C:10]=2[CH:17]=[O:18])[CH2:3]1. The catalyst is CC(C)=O.[Cl-].[Na+].O. The reactants are [CH3:1][C@H:2]1[O:7][C@@H:6]([CH3:8])[CH2:5][N:4]([C:9]2[CH:16]=[CH:15][C:12]([C:13]#[N:14])=[CH:11][C:10]=2[CH:17]=[O:18])[CH2:3]1.C(=O)([O-])[O-:20].[K+].[K+].OO.CS(C)=O.